Regression. Given a peptide amino acid sequence and an MHC pseudo amino acid sequence, predict their binding affinity value. This is MHC class II binding data. From a dataset of Peptide-MHC class II binding affinity with 134,281 pairs from IEDB. (1) The peptide sequence is IPEFSRSILWDYFSL. The MHC is DRB1_0101 with pseudo-sequence DRB1_0101. The binding affinity (normalized) is 0.450. (2) The peptide sequence is RIVVPCREQDELIGR. The MHC is DRB1_0301 with pseudo-sequence DRB1_0301. The binding affinity (normalized) is 0.341. (3) The peptide sequence is AKEKPQEGTVVAVGP. The MHC is DRB1_1501 with pseudo-sequence DRB1_1501. The binding affinity (normalized) is 0. (4) The peptide sequence is ASQKRPSQRHGSKYLATA. The MHC is H-2-IAu with pseudo-sequence H-2-IAu. The binding affinity (normalized) is 0.483. (5) The peptide sequence is EYDFNKLLVSAVSQI. The MHC is DRB1_0901 with pseudo-sequence DRB1_0901. The binding affinity (normalized) is 0.828.